From a dataset of Reaction yield outcomes from USPTO patents with 853,638 reactions. Predict the reaction yield, written as a fraction of the theoretical maximum amount of product (1.0 means a 100% yield; for example, 0.34 means a 34% yield). (1) The reactants are Cl.[CH3:2][C:3]1[CH:4]=[C:5]([C:8]2[O:12][N:11]=[C:10]([C@H:13]3[CH2:18][CH2:17][CH2:16][NH:15][CH2:14]3)[N:9]=2)[NH:6][CH:7]=1.[F:19][C:20]1[CH:25]=[C:24]([C:26](O)=[O:27])[CH:23]=[CH:22][N:21]=1. The product is [F:19][C:20]1[CH:25]=[C:24]([C:26]([N:15]2[CH2:16][CH2:17][CH2:18][C@H:13]([C:10]3[N:9]=[C:8]([C:5]4[NH:6][CH:7]=[C:3]([CH3:2])[CH:4]=4)[O:12][N:11]=3)[CH2:14]2)=[O:27])[CH:23]=[CH:22][N:21]=1. No catalyst specified. The yield is 0.490. (2) The reactants are [CH2:1]([NH:4][CH2:5][CH2:6][N:7]1[C:15]2[C:10](=[CH:11][CH:12]=[C:13]([C:16]3[CH:20]=[CH:19][S:18][CH:17]=3)[CH:14]=2)[CH:9]=[N:8]1)[CH:2]=[CH2:3]. The catalyst is [Pd].C(OCC)(=O)C. The product is [CH2:1]([NH:4][CH2:5][CH2:6][N:7]1[C:15]2[C:10](=[CH:11][CH:12]=[C:13]([C:16]3[CH:20]=[CH:19][S:18][CH:17]=3)[CH:14]=2)[CH:9]=[N:8]1)[CH2:2][CH3:3]. The yield is 0.810. (3) The reactants are [Cl:1][C:2]1[NH:7][C:6](=[O:8])[NH:5][C:4](=[O:9])[CH:3]=1.[Li+].[Br-].[H-].[Na+].[CH3:14][Si:15]([CH3:22])([CH3:21])[CH2:16][CH2:17][O:18][CH2:19]Cl. The catalyst is CN1C(=O)CCC1.CCOC(C)=O. The product is [Cl:1][C:2]1[N:7]([CH2:19][O:18][CH2:17][CH2:16][Si:15]([CH3:22])([CH3:21])[CH3:14])[C:6](=[O:8])[NH:5][C:4](=[O:9])[CH:3]=1. The yield is 0.570.